This data is from Reaction yield outcomes from USPTO patents with 853,638 reactions. The task is: Predict the reaction yield, written as a fraction of the theoretical maximum amount of product (1.0 means a 100% yield; for example, 0.34 means a 34% yield). The reactants are [Br:1][C:2]1[CH:3]=[CH:4][C:5]([NH2:8])=[N:6][CH:7]=1.CCN(CC)CC.[C:16](Cl)([C:18]1[CH:23]=[CH:22][CH:21]=[CH:20][CH:19]=1)=[O:17]. The catalyst is C(Cl)Cl.O. The product is [Br:1][C:2]1[CH:3]=[CH:4][C:5]([NH:8][C:16](=[O:17])[C:18]2[CH:23]=[CH:22][CH:21]=[CH:20][CH:19]=2)=[N:6][CH:7]=1. The yield is 0.900.